This data is from Full USPTO retrosynthesis dataset with 1.9M reactions from patents (1976-2016). The task is: Predict the reactants needed to synthesize the given product. Given the product [Cl:1][C:2]1[CH:3]=[C:4]([CH:21]=[CH:22][CH:23]=1)[CH2:5][NH:6][C:7]([C:9]1[CH:10]=[C:11]2[C:12]([C:13](=[O:15])[N:30]([C:27]3[CH:28]=[CH:29][N:24]=[CH:25][N:26]=3)[C:19](=[S:20])[NH:18]2)=[CH:16][CH:17]=1)=[O:8], predict the reactants needed to synthesize it. The reactants are: [Cl:1][C:2]1[CH:3]=[C:4]([CH:21]=[CH:22][CH:23]=1)[CH2:5][NH:6][C:7]([C:9]1[CH:17]=[CH:16][C:12]([C:13]([O-:15])=O)=[C:11]([N:18]=[C:19]=[S:20])[CH:10]=1)=[O:8].[N:24]1[CH:29]=[CH:28][C:27]([NH2:30])=[N:26][CH:25]=1.CCN(C(C)C)C(C)C.